Dataset: Full USPTO retrosynthesis dataset with 1.9M reactions from patents (1976-2016). Task: Predict the reactants needed to synthesize the given product. The reactants are: [C:1]([O:5][C@@H:6]([C:11]1[C:40]([CH3:41])=[CH:39][C:38]2=[N:42][C:35]3=[CH:36][N:37]2[C:12]=1[N:13]1[CH2:47][CH2:46][C:16]([CH3:48])([O:17][CH2:18][CH:19]=[CH:20][CH2:21][C@H:22]([CH3:45])[O:23][C:24]2[CH:25]=[C:26]([F:44])[CH:27]=[CH:28][C:29]=2[C:30]2[CH:43]=[C:34]3[CH:33]=[CH:32][CH:31]=2)[CH2:15][CH2:14]1)[C:7]([O:9][CH3:10])=[O:8])([CH3:4])([CH3:3])[CH3:2]. Given the product [C:1]([O:5][C@@H:6]([C:11]1[C:40]([CH3:41])=[CH:39][C:38]2=[N:42][C:35]3=[CH:36][N:37]2[C:12]=1[N:13]1[CH2:47][CH2:46][C:16]([CH3:48])([O:17][CH2:18][CH2:19][CH2:20][CH2:21][C@H:22]([CH3:45])[O:23][C:24]2[CH:25]=[C:26]([F:44])[CH:27]=[CH:28][C:29]=2[C:30]2[CH:43]=[C:34]3[CH:33]=[CH:32][CH:31]=2)[CH2:15][CH2:14]1)[C:7]([O:9][CH3:10])=[O:8])([CH3:4])([CH3:2])[CH3:3], predict the reactants needed to synthesize it.